Predict the reaction yield, written as a fraction of the theoretical maximum amount of product (1.0 means a 100% yield; for example, 0.34 means a 34% yield). From a dataset of Reaction yield outcomes from USPTO patents with 853,638 reactions. (1) The reactants are [NH2:1][C@@H:2]1[CH2:7][CH2:6][C@H:5]([C:8]([OH:10])=[O:9])[CH2:4][CH2:3]1.C(=O)([O-])[O-].[K+].[K+].[CH2:17](Br)[C:18]1[CH:23]=[CH:22][CH:21]=[CH:20][CH:19]=1. The catalyst is C(#N)C. The product is [CH2:17]([N:1]([C@@H:2]1[CH2:7][CH2:6][C@H:5]([C:8]([O:10][CH2:8][C:5]2[CH:6]=[CH:7][CH:2]=[CH:3][CH:4]=2)=[O:9])[CH2:4][CH2:3]1)[CH2:17][C:18]1[CH:23]=[CH:22][CH:21]=[CH:20][CH:19]=1)[C:18]1[CH:23]=[CH:22][CH:21]=[CH:20][CH:19]=1. The yield is 0.510. (2) The reactants are Br[CH2:2][C:3](=O)[C:4]([CH3:7])([CH3:6])[CH3:5].[NH2:9][C:10]([NH2:12])=[S:11].C(=O)([O-])O.[Na+]. The catalyst is C(O)C. The product is [NH2:12][C:10]1[S:11][CH:2]=[C:3]([C:4]([CH3:7])([CH3:6])[CH3:5])[N:9]=1. The yield is 0.909. (3) The reactants are [F:1][C:2]([F:28])([F:27])[C@@:3]([CH2:17][S@:18]([C:20]1[CH:25]=[CH:24][C:23]([CH3:26])=[CH:22][CH:21]=1)=O)([OH:16])[CH2:4][C:5]([C:8]1[CH:13]=[C:12]([F:14])[CH:11]=[CH:10][C:9]=1[CH3:15])([CH3:7])[CH3:6].[I-].[Na+].FC(F)(F)C(OC(=O)C(F)(F)F)=O. The yield is 1.00. The product is [F:28][C:2]([F:1])([F:27])[C@@:3]([CH2:17][S:18][C:20]1[CH:21]=[CH:22][C:23]([CH3:26])=[CH:24][CH:25]=1)([OH:16])[CH2:4][C:5]([C:8]1[CH:13]=[C:12]([F:14])[CH:11]=[CH:10][C:9]=1[CH3:15])([CH3:6])[CH3:7]. The catalyst is CC(C)=O. (4) The reactants are [O:1]=[C:2]1[NH:17][C:6]2[N:7]=[C:8]([O:11][CH2:12][CH2:13][CH2:14][CH:15]=O)[N:9]=[CH:10][C:5]=2[CH:4]=[CH:3]1.Cl.[Cl:19][C:20]1[C:25]([Cl:26])=[CH:24][CH:23]=[CH:22][C:21]=1[N:27]1[CH2:32][CH2:31][NH:30][CH2:29][CH2:28]1.CCN(CC)CC.[BH-](OC(C)=O)(OC(C)=O)OC(C)=O.[Na+]. The catalyst is ClC(Cl)C. The product is [Cl:19][C:20]1[C:25]([Cl:26])=[CH:24][CH:23]=[CH:22][C:21]=1[N:27]1[CH2:32][CH2:31][N:30]([CH2:15][CH2:14][CH2:13][CH2:12][O:11][C:8]2[N:9]=[CH:10][C:5]3[CH:4]=[CH:3][C:2](=[O:1])[NH:17][C:6]=3[N:7]=2)[CH2:29][CH2:28]1. The yield is 0.830. (5) The reactants are [CH2:1]([C:3]1([CH2:26][CH2:27][OH:28])[C:8]2[NH:9][C:10]3[C:15]([C:7]=2[CH2:6][CH2:5][O:4]1)=[CH:14][C:13]([CH2:16][CH2:17][C:18]([O:20]CC)=[O:19])=[CH:12][C:11]=3[CH:23]([CH3:25])[CH3:24])[CH3:2].O.[OH-].[Li+].O. The catalyst is O1CCOCC1. The product is [CH2:1]([C:3]1([CH2:26][CH2:27][OH:28])[C:8]2[NH:9][C:10]3[C:15]([C:7]=2[CH2:6][CH2:5][O:4]1)=[CH:14][C:13]([CH2:16][CH2:17][C:18]([OH:20])=[O:19])=[CH:12][C:11]=3[CH:23]([CH3:25])[CH3:24])[CH3:2]. The yield is 0.350. (6) The reactants are C[Si](C)(C)[N-][Si](C)(C)C.[Li+].[C:11]([O:15][C:16]([NH:18][C@H:19]1[CH2:23][C@@H:22]([C:24]([O:26][CH3:27])=[O:25])[CH:21]=[CH:20]1)=[O:17])([CH3:14])([CH3:13])[CH3:12].I[C@@H:29]1[CH2:33][CH2:32][O:31][CH2:30]1. The catalyst is O1CCCC1. The product is [C:11]([O:15][C:16]([NH:18][C@H:19]1[CH2:23][C@@:22]([C@H:29]2[CH2:33][CH2:32][O:31][CH2:30]2)([C:24]([O:26][CH3:27])=[O:25])[CH:21]=[CH:20]1)=[O:17])([CH3:14])([CH3:13])[CH3:12]. The yield is 0.310.